From a dataset of Catalyst prediction with 721,799 reactions and 888 catalyst types from USPTO. Predict which catalyst facilitates the given reaction. (1) Reactant: Br[C:2]1[CH:9]=[CH:8][C:5]([CH:6]=[O:7])=[C:4]([OH:10])[CH:3]=1.[O:11]1[CH:15]=[CH:14][CH:13]=[C:12]1[B-](F)(F)F. Product: [O:11]1[CH:15]=[CH:14][C:13]([C:2]2[CH:9]=[CH:8][C:5]([CH:6]=[O:7])=[C:4]([OH:10])[CH:3]=2)=[CH:12]1. The catalyst class is: 521. (2) Product: [F:11][C:12]1[CH:42]=[CH:41][CH:40]=[C:39]([F:43])[C:13]=1[CH2:14][N:15]1[C:20]([CH3:21])=[C:19]([CH:22]=[O:23])[C:18](=[O:27])[C:17]([C:29]2[CH:34]=[CH:33][CH:32]=[C:31]([O:35][CH3:36])[C:30]=2[F:37])=[C:16]1[CH3:38]. The catalyst class is: 76. Reactant: [H-].C([Al+]CC(C)C)C(C)C.[F:11][C:12]1[CH:42]=[CH:41][CH:40]=[C:39]([F:43])[C:13]=1[CH2:14][N:15]1[C:20]([CH3:21])=[C:19]([C:22](OCC)=[O:23])[C:18](=[O:27])[C:17]([C:29]2[CH:34]=[CH:33][CH:32]=[C:31]([O:35][CH3:36])[C:30]=2[F:37])(Br)[CH:16]1[CH3:38].CC(C[AlH]CC(C)C)C.CO. (3) Reactant: [NH2:1][C:2]1[C:7]([F:8])=[CH:6][N:5]([S:9]([C:12]2[CH:17]=[CH:16][C:15]([O:18][CH3:19])=[CH:14][CH:13]=2)(=[O:11])=[O:10])[C:4](=[O:20])[N:3]=1.[S:21]1[CH:25]=[CH:24][CH:23]=[C:22]1[CH2:26]O.C1(P(C2C=CC=CC=2)C2C=CC=CC=2)C=CC=CC=1.CCOC(/N=N/C(OCC)=O)=O. Product: [F:8][C:7]1[C:2](=[NH:1])[N:3]([CH2:26][C:22]2[S:21][CH:25]=[CH:24][CH:23]=2)[C:4](=[O:20])[N:5]([S:9]([C:12]2[CH:13]=[CH:14][C:15]([O:18][CH3:19])=[CH:16][CH:17]=2)(=[O:10])=[O:11])[CH:6]=1. The catalyst class is: 7. (4) Reactant: CO[C:3]1[CH:4]=[C:5]([CH2:9][CH2:10][C:11]([OH:13])=O)[CH:6]=[CH:7][CH:8]=1.S(Cl)(Cl)=O.[CH2:18]([C@H:25]1[CH2:29][O:28][C:27](=[O:30])[NH:26]1)[C:19]1[CH:24]=[CH:23][CH:22]=[CH:21][CH:20]=1.C([Li])CCC. Product: [CH2:18]([C@H:25]1[CH2:29][O:28][C:27](=[O:30])[N:26]1[C:11](=[O:13])[CH2:10][CH2:9][C:5]1[CH:4]=[CH:3][CH:8]=[CH:7][CH:6]=1)[C:19]1[CH:20]=[CH:21][CH:22]=[CH:23][CH:24]=1. The catalyst class is: 247. (5) Reactant: [C:1]([O:4][BH-](OC(=O)C)OC(=O)C)(=O)[CH3:2].[Na+].C(O)(=O)C.[O:19]=[C:20]1[N:25]([CH2:26][CH2:27][C:28]2[CH:35]=[CH:34][CH:33]=[CH:32][C:29]=2C=O)[C:24]2[CH2:36][CH2:37][S:38][CH2:39][C:23]=2[C:22](=[O:40])[NH:21]1.[NH2:41][CH2:42]CO.N. Product: [OH:4][CH2:1][CH2:2][NH:41][CH2:42][C:33]1[CH:32]=[CH:29][C:28]([CH2:27][CH2:26][N:25]2[C:24]3[CH2:36][CH2:37][S:38][CH2:39][C:23]=3[C:22](=[O:40])[NH:21][C:20]2=[O:19])=[CH:35][CH:34]=1. The catalyst class is: 26.